This data is from NCI-60 drug combinations with 297,098 pairs across 59 cell lines. The task is: Regression. Given two drug SMILES strings and cell line genomic features, predict the synergy score measuring deviation from expected non-interaction effect. (1) Drug 1: CC1=CC2C(CCC3(C2CCC3(C(=O)C)OC(=O)C)C)C4(C1=CC(=O)CC4)C. Drug 2: C1=CC(=CC=C1CC(C(=O)O)N)N(CCCl)CCCl.Cl. Cell line: NCI-H460. Synergy scores: CSS=17.5, Synergy_ZIP=3.44, Synergy_Bliss=7.48, Synergy_Loewe=-18.8, Synergy_HSA=6.42. (2) Drug 1: C1=CC(=CC=C1CCC2=CNC3=C2C(=O)NC(=N3)N)C(=O)NC(CCC(=O)O)C(=O)O. Drug 2: C1=NC2=C(N=C(N=C2N1C3C(C(C(O3)CO)O)O)F)N. Cell line: MDA-MB-435. Synergy scores: CSS=3.62, Synergy_ZIP=5.88, Synergy_Bliss=-5.58, Synergy_Loewe=-8.18, Synergy_HSA=-3.48.